From a dataset of Forward reaction prediction with 1.9M reactions from USPTO patents (1976-2016). Predict the product of the given reaction. (1) Given the reactants C([Sn](CCCC)(CCCC)OC)CCC.Br[C:17]1[CH:22]=[CH:21][C:20]([O:23][CH3:24])=[CH:19][C:18]=1[CH3:25].C([O:29][C:30]([CH3:32])=[CH2:31])(=O)C.C1(C)C=CC=CC=1P(C1C=CC=CC=1C)C1C=CC=CC=1C.[F-].[K+], predict the reaction product. The product is: [CH3:24][O:23][C:20]1[CH:21]=[CH:22][C:17]([CH2:31][C:30](=[O:29])[CH3:32])=[C:18]([CH3:25])[CH:19]=1. (2) Given the reactants [I:1][C:2]1[CH:7]=[N:6][C:5]2=[CH:8][N:9]([CH2:11][C:12](=[O:14])[CH3:13])[N:10]=[C:4]2[CH:3]=1.Cl[CH2:16]C(=O)C.C(=O)([O-])[O-].[K+].[K+].[I:26][C:27]1[CH:28]=[C:29]2[NH:35][N:34]=[CH:33][C:30]2=[N:31][CH:32]=1, predict the reaction product. The product is: [NH2:6][C:5]([CH3:16])([CH2:4][N:34]1[CH:33]=[C:30]2[N:31]=[CH:32][C:27]([I:26])=[CH:28][C:29]2=[N:35]1)[C:8]#[N:9].[I:1][C:2]1[CH:7]=[N:6][C:5]2=[CH:8][N:9]([CH2:11][C:12](=[O:14])[CH3:13])[N:10]=[C:4]2[CH:3]=1.[I:1][C:2]1[CH:3]=[C:4]2[NH:10][N:9]=[CH:8][C:5]2=[N:6][CH:7]=1. (3) Given the reactants [NH:1]1[CH2:5][CH2:4][CH2:3][CH2:2]1.Br[CH2:7][CH2:8][CH2:9][OH:10], predict the reaction product. The product is: [N:1]1([CH2:7][CH2:8][CH2:9][OH:10])[CH2:5][CH2:4][CH2:3][CH2:2]1. (4) Given the reactants [ClH:1].CC([N:6]([CH:10]1[CH2:15][CH2:14][CH:13]([C:16]([NH2:18])=[O:17])[CH2:12][CH2:11]1)C(=O)[O-])(C)C, predict the reaction product. The product is: [ClH:1].[NH2:6][CH:10]1[CH2:15][CH2:14][CH:13]([C:16]([NH2:18])=[O:17])[CH2:12][CH2:11]1. (5) Given the reactants [CH3:1][C:2]1([CH3:22])[O:6][C@H:5]([CH2:7][O:8][C:9]2[CH:14]=[C:13]([C:15]([F:18])([F:17])[F:16])[CH:12]=[C:11]([N+:19]([O-])=O)[CH:10]=2)[CH2:4][O:3]1, predict the reaction product. The product is: [CH3:1][C:2]1([CH3:22])[O:6][C@H:5]([CH2:7][O:8][C:9]2[CH:10]=[C:11]([CH:12]=[C:13]([C:15]([F:18])([F:16])[F:17])[CH:14]=2)[NH2:19])[CH2:4][O:3]1. (6) Given the reactants C(OC(=O)[NH:7][C:8]1[CH:13]=[CH:12][C:11]([C:14]2[CH:19]=[CH:18][C:17]([F:20])=[CH:16][C:15]=2[CH3:21])=[CH:10][C:9]=1[NH:22][C:23](=[O:38])[CH2:24][C:25]([C:27]1[CH:32]=[CH:31][CH:30]=[C:29]([N:33]2[CH:37]=[CH:36][N:35]=[CH:34]2)[CH:28]=1)=O)(C)(C)C.C(O)(C(F)(F)F)=O, predict the reaction product. The product is: [F:20][C:17]1[CH:18]=[CH:19][C:14]([C:11]2[CH:12]=[CH:13][C:8]3[N:7]=[C:25]([C:27]4[CH:32]=[CH:31][CH:30]=[C:29]([N:33]5[CH:37]=[CH:36][N:35]=[CH:34]5)[CH:28]=4)[CH2:24][C:23](=[O:38])[NH:22][C:9]=3[CH:10]=2)=[C:15]([CH3:21])[CH:16]=1. (7) Given the reactants [OH:1][CH:2]1[CH:9]2[CH2:10][C:5]3([C:12]([OH:14])=[O:13])[CH2:6][CH:7]([CH2:11][CH:3]1[CH2:4]3)[CH2:8]2.Cl.O1CCOC[CH2:17]1, predict the reaction product. The product is: [OH:1][CH:2]1[CH:9]2[CH2:10][C:5]3([C:12]([O:14][CH3:17])=[O:13])[CH2:6][CH:7]([CH2:11][CH:3]1[CH2:4]3)[CH2:8]2.